From a dataset of Forward reaction prediction with 1.9M reactions from USPTO patents (1976-2016). Predict the product of the given reaction. (1) Given the reactants [C:1]([C:3]1[C:7]2[CH2:8][C@@H:9]3[C@@H:14]([CH2:15][C:6]=2[S:5][C:4]=1[N:23]([CH3:31])[C:24](=[O:30])[O:25][C:26]([CH3:29])([CH3:28])[CH3:27])[N:13]([CH3:16])[CH2:12][C@H:11]([C:17](=[O:22])[NH:18][CH2:19][CH2:20][CH3:21])[CH2:10]3)#[N:2].O1CCCC1.C[Si](C)(C)[N-][Si](C)(C)C.[Na+].O1CCCC1.Cl[C:53]([O:55][C:56]1[CH:61]=[CH:60][C:59]([N+:62]([O-:64])=[O:63])=[CH:58][CH:57]=1)=[O:54], predict the reaction product. The product is: [C:26]([O:25][C:24]([N:23]([CH3:31])[C:4]1[S:5][C:6]2[CH2:15][C@@H:14]3[C@H:9]([CH2:10][C@@H:11]([C:17]([N:18]([CH2:19][CH2:20][CH3:21])[C:53](=[O:54])[O:55][C:56]4[CH:57]=[CH:58][C:59]([N+:62]([O-:64])=[O:63])=[CH:60][CH:61]=4)=[O:22])[CH2:12][N:13]3[CH3:16])[CH2:8][C:7]=2[C:3]=1[C:1]#[N:2])=[O:30])([CH3:29])([CH3:28])[CH3:27]. (2) Given the reactants [Br:1][C:2]1[CH:7]=[C:6]([CH2:8][OH:9])[CH:5]=[CH:4][N:3]=1.[Si:10](Cl)([C:13]([CH3:16])([CH3:15])[CH3:14])([CH3:12])[CH3:11].N1C=CN=C1, predict the reaction product. The product is: [Br:1][C:2]1[CH:7]=[C:6]([CH2:8][O:9][Si:10]([C:13]([CH3:16])([CH3:15])[CH3:14])([CH3:12])[CH3:11])[CH:5]=[CH:4][N:3]=1. (3) Given the reactants [N+:1]([C:4]1[CH:5]=[C:6]([CH:18]=[CH:19][C:20]=1[N+:21]([O-])=O)[O:7][C:8]1[CH:9]=[C:10]([NH:14][C:15](=[O:17])[CH3:16])[CH:11]=[CH:12][CH:13]=1)([O-])=O, predict the reaction product. The product is: [NH2:1][C:4]1[CH:5]=[C:6]([CH:18]=[CH:19][C:20]=1[NH2:21])[O:7][C:8]1[CH:9]=[C:10]([NH:14][C:15](=[O:17])[CH3:16])[CH:11]=[CH:12][CH:13]=1. (4) Given the reactants Cl[CH2:2][C:3]1[CH:4]=[C:5]([CH:14]=[CH:15][CH:16]=1)[O:6][C:7]1[CH:12]=[CH:11][C:10]([CH3:13])=[CH:9][N:8]=1.[CH2:17]([O:19][P:20]([O:24]CC)[O:21][CH2:22][CH3:23])[CH3:18].O, predict the reaction product. The product is: [CH3:13][C:10]1[CH:11]=[CH:12][C:7]([O:6][C:5]2[CH:4]=[C:3]([CH:16]=[CH:15][CH:14]=2)[CH2:2][P:20](=[O:24])([O:21][CH2:22][CH3:23])[O:19][CH2:17][CH3:18])=[N:8][CH:9]=1. (5) Given the reactants C[Mg]Br.[C:4]([C:6]1[CH:11]=[CH:10][C:9]([C:12]([F:15])([F:14])[F:13])=[CH:8][CH:7]=1)#[CH:5].CON(C)[C:19]([C:21]1[N:25]([CH3:26])[N:24]=[CH:23][CH:22]=1)=[O:20].[Cl-].[NH4+], predict the reaction product. The product is: [CH3:26][N:25]1[C:21]([C:19](=[O:20])[C:5]#[C:4][C:6]2[CH:11]=[CH:10][C:9]([C:12]([F:13])([F:14])[F:15])=[CH:8][CH:7]=2)=[CH:22][CH:23]=[N:24]1. (6) Given the reactants [CH3:1][O:2][C:3]1[CH:33]=[CH:32][C:6]([CH2:7][NH:8][C:9]2[C:18](/[CH:19]=[CH:20]/[C:21]([NH:23][CH2:24][CH:25]3[CH2:30][CH2:29][CH2:28][CH2:27][CH2:26]3)=[O:22])=[CH:17][C:16]3[C:11](=[CH:12][CH:13]=[C:14]([Br:31])[CH:15]=3)[N:10]=2)=[CH:5][CH:4]=1, predict the reaction product. The product is: [CH3:1][O:2][C:3]1[CH:4]=[CH:5][C:6]([CH2:7][NH:8][C:9]2[C:18]([CH2:19][CH2:20][C:21]([NH:23][CH2:24][CH:25]3[CH2:30][CH2:29][CH2:28][CH2:27][CH2:26]3)=[O:22])=[CH:17][C:16]3[C:11](=[CH:12][CH:13]=[C:14]([Br:31])[CH:15]=3)[N:10]=2)=[CH:32][CH:33]=1. (7) Given the reactants [NH2:1][NH:2][C:3]([C:5]1[CH:10]=[CH:9][CH:8]=[C:7]([CH3:11])[N:6]=1)=[NH:4].[CH3:12][O:13][C:14]1[CH:15]=[CH:16][C:17]([OH:22])=[C:18]([CH:21]=1)[CH:19]=O, predict the reaction product. The product is: [CH3:12][O:13][C:14]1[CH:15]=[CH:16][C:17]([OH:22])=[C:18]([C:19]2[NH:1][N:2]=[C:3]([C:5]3[CH:10]=[CH:9][CH:8]=[C:7]([CH3:11])[N:6]=3)[N:4]=2)[CH:21]=1.